This data is from Full USPTO retrosynthesis dataset with 1.9M reactions from patents (1976-2016). The task is: Predict the reactants needed to synthesize the given product. Given the product [C:1]([O:5][C:6]([N:8]1[CH2:13][CH2:12][N:11]2[N:14]=[C:15]([C:17]([F:18])([F:19])[F:20])[N:16]=[C:10]2[CH:9]1[CH:29]([CH:26]1[CH2:28][CH2:27]1)[OH:30])=[O:7])([CH3:4])([CH3:2])[CH3:3], predict the reactants needed to synthesize it. The reactants are: [C:1]([O:5][C:6]([N:8]1[CH2:13][CH2:12][N:11]2[N:14]=[C:15]([C:17]([F:20])([F:19])[F:18])[N:16]=[C:10]2[CH2:9]1)=[O:7])([CH3:4])([CH3:3])[CH3:2].C([Li])(CC)C.[CH:26]1([CH:29]=[O:30])[CH2:28][CH2:27]1.